This data is from TCR-epitope binding with 47,182 pairs between 192 epitopes and 23,139 TCRs. The task is: Binary Classification. Given a T-cell receptor sequence (or CDR3 region) and an epitope sequence, predict whether binding occurs between them. (1) The epitope is RAKFKQLL. The TCR CDR3 sequence is CASSHRPGLNQETQYF. Result: 1 (the TCR binds to the epitope). (2) Result: 1 (the TCR binds to the epitope). The TCR CDR3 sequence is CASSQRLSGRRKNIQYF. The epitope is RLRAEAQVK. (3) The epitope is LLQTGIHVRVSQPSL. The TCR CDR3 sequence is CASSPDRAGEQYF. Result: 0 (the TCR does not bind to the epitope). (4) Result: 1 (the TCR binds to the epitope). The epitope is ELAGIGILTV. The TCR CDR3 sequence is CASSSTGEGGNYEQYF. (5) The TCR CDR3 sequence is CASMGVGEQYF. Result: 1 (the TCR binds to the epitope). The epitope is YIFFASFYY. (6) The epitope is RQLLFVVEV. The TCR CDR3 sequence is CASSQDWNRGREAFF. Result: 0 (the TCR does not bind to the epitope). (7) The epitope is FADDLNQLTGY. The TCR CDR3 sequence is CASSQQETGGDIQYF. Result: 1 (the TCR binds to the epitope). (8) The epitope is SSTFNVPMEKLK. The TCR CDR3 sequence is CSATDRASNQPQHF. Result: 0 (the TCR does not bind to the epitope). (9) The epitope is KLPDDFTGCV. The TCR CDR3 sequence is CASSQVFSVELNTEAFF. Result: 1 (the TCR binds to the epitope). (10) The epitope is FQPTNGVGY. The TCR CDR3 sequence is CASSEARQAVLNEQFF. Result: 0 (the TCR does not bind to the epitope).